This data is from Full USPTO retrosynthesis dataset with 1.9M reactions from patents (1976-2016). The task is: Predict the reactants needed to synthesize the given product. (1) Given the product [Br:1][C:2]1[CH:7]=[CH:6][CH:5]=[C:4]([CH3:8])[C:3]=1[O:9][CH:11]1[CH2:12][CH2:13][CH2:14][CH2:15][O:10]1, predict the reactants needed to synthesize it. The reactants are: [Br:1][C:2]1[CH:7]=[CH:6][CH:5]=[C:4]([CH3:8])[C:3]=1[OH:9].[O:10]1[CH:15]=[CH:14][CH2:13][CH2:12][CH2:11]1. (2) Given the product [CH2:6]([O:8][C:9](=[O:26])[CH2:10][N:11]([CH2:20][C:21]([O:23][CH2:24][CH3:25])=[O:22])[C:12]1[CH:17]=[C:16]([CH2:29][CH2:28][C:27]([O:31][C:32]([CH3:35])([CH3:34])[CH3:33])=[O:30])[CH:15]=[CH:14][C:13]=1[CH3:19])[CH3:7], predict the reactants needed to synthesize it. The reactants are: CN(C)C=O.[CH2:6]([O:8][C:9](=[O:26])[CH2:10][N:11]([CH2:20][C:21]([O:23][CH2:24][CH3:25])=[O:22])[C:12]1[CH:17]=[C:16](I)[CH:15]=[CH:14][C:13]=1[CH3:19])[CH3:7].[C:27]([O:31][C:32]([CH3:35])([CH3:34])[CH3:33])(=[O:30])[CH:28]=[CH2:29].O. (3) Given the product [Br:10][C:8]1[CH:9]=[C:4]([C:19](=[O:20])[CH3:18])[CH:5]=[N:6][CH:7]=1, predict the reactants needed to synthesize it. The reactants are: N#N.Br[C:4]1[CH:5]=[N:6][CH:7]=[C:8]([Br:10])[CH:9]=1.[Li]CCCC.[NH4+].[Cl-].[CH3:18][CH2:19][O:20]CC. (4) Given the product [C:34]1([CH3:44])[CH:35]=[CH:36][C:37]([S:40]([OH:43])(=[O:41])=[O:42])=[CH:38][CH:39]=1.[Cl:1][C:2]1[CH:7]=[CH:6][C:5]([C@@H:8]([CH2:28][NH:29][CH:30]([CH3:32])[CH3:31])[C:9]([N:11]2[CH2:12][CH2:13][N:14]([C:17]3[C:18]4[C@H:25]([CH3:26])[CH2:24][C@@H:23]([OH:27])[C:19]=4[N:20]=[CH:21][N:22]=3)[CH2:15][CH2:16]2)=[O:10])=[CH:4][CH:3]=1, predict the reactants needed to synthesize it. The reactants are: [Cl:1][C:2]1[CH:7]=[CH:6][C:5]([C@@H:8]([CH2:28][NH:29][CH:30]([CH3:32])[CH3:31])[C:9]([N:11]2[CH2:16][CH2:15][N:14]([C:17]3[C:18]4[C@H:25]([CH3:26])[CH2:24][C@@H:23]([OH:27])[C:19]=4[N:20]=[CH:21][N:22]=3)[CH2:13][CH2:12]2)=[O:10])=[CH:4][CH:3]=1.O.[C:34]1([CH3:44])[CH:39]=[CH:38][C:37]([S:40]([OH:43])(=[O:42])=[O:41])=[CH:36][CH:35]=1. (5) Given the product [C:20]([C:13]1[N:12]=[C:11]([C:22]([NH:31][CH2:30][C:29]2[CH:32]=[CH:33][CH:34]=[C:35]([O:36][CH3:37])[C:28]=2[O:27][CH3:26])=[O:24])[C:10]([OH:9])=[C:19]2[C:14]=1[CH:15]=[CH:16][CH:17]=[N:18]2)#[N:21], predict the reactants needed to synthesize it. The reactants are: C([O:9][C:10]1[C:11]([C:22]([O:24]C)=O)=[N:12][C:13]([C:20]#[N:21])=[C:14]2[C:19]=1[N:18]=[CH:17][CH:16]=[CH:15]2)(=O)C1C=CC=CC=1.[CH3:26][O:27][C:28]1[C:35]([O:36][CH3:37])=[CH:34][CH:33]=[CH:32][C:29]=1[CH2:30][NH2:31].CCOCC. (6) Given the product [C:16]([C:3]1[CH:4]=[C:5]([CH2:8][C:9]([O:11][C:12]([CH3:15])([CH3:14])[CH3:13])=[O:10])[CH:6]=[CH:7][C:2]=1[C:23]1[CH:22]=[CH:21][N:20]=[C:19]([CH3:18])[CH:24]=1)#[N:17], predict the reactants needed to synthesize it. The reactants are: Cl[C:2]1[CH:7]=[CH:6][C:5]([CH2:8][C:9]([O:11][C:12]([CH3:15])([CH3:14])[CH3:13])=[O:10])=[CH:4][C:3]=1[C:16]#[N:17].[CH3:18][C:19]1[CH:24]=[C:23]([Sn](CCCC)(CCCC)CCCC)[CH:22]=[CH:21][N:20]=1.CN(C=O)C. (7) Given the product [C:1]([C@H:5]1[CH2:6][CH2:7][C@H:8]([O:11][C:12]2[CH:13]=[C:14]3[C:19](=[CH:20][CH:21]=2)[N:18]=[C:17]([CH2:22][NH:23][CH2:24][CH2:25][C:27]([OH:29])=[O:28])[CH:16]=[C:15]3[C:30]([F:33])([F:31])[F:32])[CH2:9][CH2:10]1)([CH3:4])([CH3:2])[CH3:3], predict the reactants needed to synthesize it. The reactants are: [C:1]([C@H:5]1[CH2:10][CH2:9][C@H:8]([O:11][C:12]2[CH:13]=[C:14]3[C:19](=[CH:20][CH:21]=2)[N:18]=[C:17]([CH2:22][N:23]2C[CH:25]([C:27]([OH:29])=[O:28])[CH2:24]2)[CH:16]=[C:15]3[C:30]([F:33])([F:32])[F:31])[CH2:7][CH2:6]1)([CH3:4])([CH3:3])[CH3:2].C(O)(C(F)(F)F)=O. (8) Given the product [Cl:1][C:2]1[CH:7]=[CH:6][C:5]([N:8]2[C:16]([N:17]([CH:18]3[CH2:23][CH2:22][CH2:21][CH2:20][CH2:19]3)[C:31]([NH:30][CH:24]3[CH2:29][CH2:28][CH2:27][CH2:26][CH2:25]3)=[O:32])=[C:15]3[C:10]([CH:11]=[CH:12][CH:13]=[CH:14]3)=[N:9]2)=[CH:4][CH:3]=1, predict the reactants needed to synthesize it. The reactants are: [Cl:1][C:2]1[CH:7]=[CH:6][C:5]([N:8]2[C:16]([NH:17][CH:18]3[CH2:23][CH2:22][CH2:21][CH2:20][CH2:19]3)=[C:15]3[C:10]([CH:11]=[CH:12][CH:13]=[CH:14]3)=[N:9]2)=[CH:4][CH:3]=1.[CH:24]1([N:30]=[C:31]=[O:32])[CH2:29][CH2:28][CH2:27][CH2:26][CH2:25]1. (9) Given the product [F:31][C:23]1[CH:22]=[C:21]([CH2:20][C:19]([NH:18][C:14]2[C:13]([CH3:33])=[CH:12][CH:11]=[C:10]3[C:15]=2[CH:16]=[CH:17][N:8]([C@@H:6]([CH3:7])[CH2:5][OH:4])[C:9]3=[O:34])=[O:32])[CH:26]=[CH:25][C:24]=1[C:27]([F:30])([F:28])[F:29], predict the reactants needed to synthesize it. The reactants are: C([O:4][CH2:5][C@@H:6]([N:8]1[CH:17]=[CH:16][C:15]2[C:10](=[CH:11][CH:12]=[C:13]([CH3:33])[C:14]=2[NH:18][C:19](=[O:32])[CH2:20][C:21]2[CH:26]=[CH:25][C:24]([C:27]([F:30])([F:29])[F:28])=[C:23]([F:31])[CH:22]=2)[C:9]1=[O:34])[CH3:7])(=O)C.C(=O)([O-])[O-].[K+].[K+].CO.